From a dataset of Forward reaction prediction with 1.9M reactions from USPTO patents (1976-2016). Predict the product of the given reaction. (1) The product is: [C:1]([O:5][C:6](=[O:35])[N:7]([C:16]1[S:17][C@:18]2([C:32](=[O:34])[NH2:33])[C@H:20]([C@:21]([C:24]3[CH:29]=[C:28]([NH2:36])[CH:27]=[CH:26][C:25]=3[F:31])([CH3:23])[N:22]=1)[CH2:19]2)[CH2:8][O:9][CH2:10][CH2:11][Si:12]([CH3:15])([CH3:14])[CH3:13])([CH3:4])([CH3:3])[CH3:2]. Given the reactants [C:1]([O:5][C:6](=[O:35])[N:7]([C:16]1[S:17][C@:18]2([C:32](=[O:34])[NH2:33])[C@H:20]([C@:21]([C:24]3[CH:29]=[C:28](Br)[CH:27]=[CH:26][C:25]=3[F:31])([CH3:23])[N:22]=1)[CH2:19]2)[CH2:8][O:9][CH2:10][CH2:11][Si:12]([CH3:15])([CH3:14])[CH3:13])([CH3:4])([CH3:3])[CH3:2].[N-:36]=[N+]=[N-].[Na+].O=C1O[C@H]([C@H](CO)O)C([O-])=C1O.[Na+].CP(C)C, predict the reaction product. (2) Given the reactants F[C:2]1[CH:7]=[CH:6][C:5]([N+:8]([O-:10])=[O:9])=[CH:4][CH:3]=1.C(=O)([O-])[O-].[K+].[K+].[OH:17][C:18]1[CH:30]=[CH:29][C:21]2[O:22][C:23]3[CH:28]=[CH:27][CH:26]=[CH:25][C:24]=3[C:20]=2[CH:19]=1.O, predict the reaction product. The product is: [CH:19]1[C:20]2[C:24]3[CH:25]=[CH:26][CH:27]=[CH:28][C:23]=3[O:22][C:21]=2[CH:29]=[CH:30][C:18]=1[O:17][C:2]1[CH:7]=[CH:6][C:5]([N+:8]([O-:10])=[O:9])=[CH:4][CH:3]=1. (3) The product is: [C:3]([CH2:2][CH2:83][CH2:14][N:16]([CH3:56])[C@H:17]([C:21]([NH:23][C@H:24]([C:28]([N:30]([C@@H:32]([C@@H:52]([CH3:55])[CH2:53][CH3:54])[C@H:33]([O:50][CH3:51])[CH2:34][C:35]([N:37]1[CH2:41][CH2:40][CH2:39][C@H:38]1[C@H:42]([O:48][CH3:49])[C@@H:43]([CH3:44])[C:45]([NH:75][C@@H:74]([C@H:59]([OH:61])[CH3:58])[C:73]([NH:72][CH2:65][C:66]1[CH:71]=[CH:70][CH:69]=[CH:68][CH:67]=1)=[O:79])=[O:47])=[O:36])[CH3:31])=[O:29])[CH:25]([CH3:27])[CH3:26])=[O:22])[CH:18]([CH3:19])[CH3:20])([OH:5])=[O:4]. Given the reactants F[C:2](F)(F)[C:3]([O-:5])=[O:4].[Na+].C(O[C:14]([N:16]([CH3:56])[C@H:17]([C:21]([NH:23][C@H:24]([C:28]([N:30]([C@@H:32]([C@@H:52]([CH3:55])[CH2:53][CH3:54])[C@H:33]([O:50][CH3:51])[CH2:34][C:35]([N:37]1[CH2:41][CH2:40][CH2:39][C@H:38]1[C@H:42]([O:48][CH3:49])[C@H:43]([C:45]([OH:47])=O)[CH3:44])=[O:36])[CH3:31])=[O:29])[CH:25]([CH3:27])[CH3:26])=[O:22])[CH:18]([CH3:20])[CH3:19])=O)(C)(C)C.F[C:58](F)(F)[C:59]([O-:61])=O.[Na+].[CH2:65]([NH:72][C:73](=[O:79])[C@H:74]([C@@H](C)O)[NH2:75])[C:66]1[CH:71]=[CH:70][CH:69]=[CH:68][CH:67]=1.N1(OC(N(C)C)=[N+](C)C)C2N=CC=C[C:83]=2N=N1.F[P-](F)(F)(F)(F)F.FC(F)(F)C(O)=O.O=CCCC(O)=O.C([BH3-])#N.[Na+], predict the reaction product. (4) The product is: [CH3:1][C@@H:2]([OH:71])[C@@H:3]1[NH:27][C:25](=[O:26])[C@H:24]([CH2:28][CH2:29][CH2:30][CH2:31][NH2:32])[NH:23][C:21](=[O:22])[C@@H:20]([CH2:33][C:34]2[C:38]3[CH:39]=[CH:40][CH:41]=[CH:42][C:37]=3[NH:36][CH:35]=2)[NH:19][C:17](=[O:18])[C@H:16]([CH2:43][C:44]2[CH:49]=[CH:48][CH:47]=[CH:46][CH:45]=2)[NH:15][C:13](=[O:14])[C@@H:12]([NH:50][C:51]([C@H:53]([NH2:61])[CH2:54][C:55]2[CH:60]=[CH:59][CH:58]=[CH:57][CH:56]=2)=[O:52])[CH2:11][S:10][S:9][CH2:8][C@@H:7]([C:62]([NH:64][C@@H:65]([C@H:68]([OH:70])[CH3:69])[CH2:66][OH:67])=[O:63])[NH:6][C:4]1=[O:5]. Given the reactants [CH3:1][C@@H:2]([OH:71])[C@@H:3]1[NH:27][C:25](=[O:26])[C@H:24]([CH2:28][CH2:29][CH2:30][CH2:31][NH2:32])[NH:23][C:21](=[O:22])[C@@H:20]([CH2:33][C:34]2[C:38]3[CH:39]=[CH:40][CH:41]=[CH:42][C:37]=3[NH:36][CH:35]=2)[NH:19][C:17](=[O:18])[C@H:16]([CH2:43][C:44]2[CH:45]=[CH:46][CH:47]=[CH:48][CH:49]=2)[NH:15][C:13](=[O:14])[C@@H:12]([NH:50][C:51]([C@H:53]([NH2:61])[CH2:54][C:55]2[CH:56]=[CH:57][CH:58]=[CH:59][CH:60]=2)=[O:52])[CH2:11][S:10][S:9][CH2:8][C@@H:7]([C:62]([NH:64][C@@H:65]([C@H:68]([OH:70])[CH3:69])[CH2:66][OH:67])=[O:63])[NH:6][C:4]1=[O:5].CC(O)=O.C[C@@H](O)[C@@H]1NC(=O)[C@H](CCCCN)NC(=O)[C@@H](CC2C3C=CC=CC=3NC=2)NC(=O)[C@H](CC2C=CC(O)=CC=2)NC(=O)[C@@H](NC([C@H](NC(CN2CCN(CC(O)=O)CCN(CC(O)=O)CCN(CC(O)=O)CC2)=O)CC2C=CC=CC=2)=O)CSSC[C@@H](C(N[C@@H]([C@H](O)C)CO)=O)NC1=O, predict the reaction product. (5) Given the reactants [CH3:1][O:2][C:3]([C:5]1[NH:6][CH:7]([C:12]2[CH:17]=[CH:16][C:15]([Cl:18])=[C:14]([O:19][CH3:20])[C:13]=2[F:21])[CH2:8][C:9](=[O:11])[CH:10]=1)=[O:4].S(Cl)([Cl:25])(=O)=O, predict the reaction product. The product is: [CH3:1][O:2][C:3]([C:5]1[NH:6][CH:7]([C:12]2[CH:17]=[CH:16][C:15]([Cl:18])=[C:14]([O:19][CH3:20])[C:13]=2[F:21])[CH2:8][C:9](=[O:11])[C:10]=1[Cl:25])=[O:4]. (6) Given the reactants [NH2:1][CH2:2][C:3]1[CH:4]=[C:5]2[C:9](=[CH:10][CH:11]=1)[C:8](=[O:12])[N:7]([CH:13]1[CH2:18][CH2:17][C:16](=[O:19])[NH:15][C:14]1=[O:20])[CH2:6]2.S(O)(=O)(=O)C.[F:26][C:27]([F:41])([C:31]1[C:36]([C:37]([F:40])([F:39])[F:38])=[CH:35][CH:34]=[CH:33][N:32]=1)[C:28](O)=[O:29].C(N(C(C)C)CC)(C)C.F[P-](F)(F)(F)(F)F.CN(C(N(C)C)=[N+]1C2C(=NC=CC=2)[N+]([O-])=N1)C, predict the reaction product. The product is: [O:20]=[C:14]1[CH:13]([N:7]2[CH2:6][C:5]3[C:9](=[CH:10][CH:11]=[C:3]([CH2:2][NH:1][C:28](=[O:29])[C:27]([F:41])([F:26])[C:31]4[C:36]([C:37]([F:38])([F:39])[F:40])=[CH:35][CH:34]=[CH:33][N:32]=4)[CH:4]=3)[C:8]2=[O:12])[CH2:18][CH2:17][C:16](=[O:19])[NH:15]1.